This data is from Reaction yield outcomes from USPTO patents with 853,638 reactions. The task is: Predict the reaction yield, written as a fraction of the theoretical maximum amount of product (1.0 means a 100% yield; for example, 0.34 means a 34% yield). (1) The reactants are [N:1]1[NH:2][C:3](=[O:11])[CH:4]=[C:5]2[CH2:10][CH2:9][CH2:8][O:7][C:6]=12.[H-].[Na+].C1C=CC(N([S:21]([C:24]([F:27])([F:26])[F:25])(=[O:23])=[O:22])[S:21]([C:24]([F:27])([F:26])[F:25])(=[O:23])=[O:22])=CC=1. The catalyst is CN(C=O)C.C(OCC)(=O)C. The product is [F:25][C:24]([F:27])([F:26])[S:21]([O:11][C:3]1[N:2]=[N:1][C:6]2[O:7][CH2:8][CH2:9][CH2:10][C:5]=2[CH:4]=1)(=[O:23])=[O:22]. The yield is 0.800. (2) The reactants are [F:1][C:2]([F:7])([F:6])[C:3]([OH:5])=[O:4].C(OC([N:15]1[CH2:20][CH2:19][CH:18]([N:21]2[C:25]3=[N:26][CH:27]=[N:28][C:29]([O:30][C:31]4[CH:36]=[CH:35][C:34]([S:37]([CH3:40])(=[O:39])=[O:38])=[CH:33][CH:32]=4)=[C:24]3[CH:23]=[N:22]2)[CH2:17][CH2:16]1)=O)(C)(C)C. The catalyst is ClCCl. The product is [F:1][C:2]([F:7])([F:6])[C:3]([OH:5])=[O:4].[CH3:40][S:37]([C:34]1[CH:33]=[CH:32][C:31]([O:30][C:29]2[N:28]=[CH:27][N:26]=[C:25]3[N:21]([CH:18]4[CH2:17][CH2:16][NH:15][CH2:20][CH2:19]4)[N:22]=[CH:23][C:24]=23)=[CH:36][CH:35]=1)(=[O:39])=[O:38]. The yield is 0.970. (3) The reactants are Br[C:2]1[CH:7]=[CH:6][C:5]([S:8]([NH:11][C:12]2[S:13][CH:14]=[CH:15][N:16]=2)(=[O:10])=[O:9])=[CH:4][CH:3]=1.[CH3:17][CH:18]1[CH2:23][NH:22][CH2:21][CH2:20][NH:19]1.C(P(C(C)(C)C)C1C=CC=CC=1C1C=CC=CC=1)(C)(C)C.O(C(C)(C)C)[Na]. The catalyst is C1C=CC(/C=C/C(/C=C/C2C=CC=CC=2)=O)=CC=1.C1C=CC(/C=C/C(/C=C/C2C=CC=CC=2)=O)=CC=1.C1C=CC(/C=C/C(/C=C/C2C=CC=CC=2)=O)=CC=1.[Pd].[Pd].C1(C)C=CC=CC=1. The product is [CH3:17][CH:18]1[NH:19][CH2:20][CH2:21][N:22]([C:2]2[CH:7]=[CH:6][C:5]([S:8]([NH:11][C:12]3[S:13][CH:14]=[CH:15][N:16]=3)(=[O:10])=[O:9])=[CH:4][CH:3]=2)[CH2:23]1. The yield is 0.760. (4) The yield is 0.679. The product is [CH3:1][C:2]1[N:6]([C:7]2[CH:8]=[CH:9][C:10]([O:13][CH2:14][CH2:15][CH2:16][CH2:17][CH2:18][C:19]3[CH:24]=[CH:23][CH:22]=[CH:21][CH:20]=3)=[CH:11][CH:12]=2)[C:5]([C:25]2[CH:26]=[CH:27][C:28]([O:29][C@H:30]([CH2:36][C:37]3[CH:38]=[CH:39][CH:40]=[CH:41][CH:42]=3)[C:31]([OH:33])=[O:32])=[CH:43][CH:44]=2)=[CH:4][CH:3]=1. The catalyst is C1COCC1.CO. The reactants are [CH3:1][C:2]1[N:6]([C:7]2[CH:12]=[CH:11][C:10]([O:13][CH2:14][CH2:15][CH2:16][CH2:17][CH2:18][C:19]3[CH:24]=[CH:23][CH:22]=[CH:21][CH:20]=3)=[CH:9][CH:8]=2)[C:5]([C:25]2[CH:44]=[CH:43][C:28]([O:29][C@H:30]([CH2:36][C:37]3[CH:42]=[CH:41][CH:40]=[CH:39][CH:38]=3)[C:31]([O:33]CC)=[O:32])=[CH:27][CH:26]=2)=[CH:4][CH:3]=1.[OH-].[K+].Cl. (5) The yield is 0.420. The catalyst is [Cu]I.O1CCOCC1. The reactants are [C:1]1(=[O:14])[C:6]2=[CH:7][C:8]3[CH2:9][CH2:10][CH2:11][CH2:12][C:13]=3[N:5]2[CH2:4][CH2:3][NH:2]1.Br[C:16]1[C:21]([C:22]2([OH:26])[CH2:25][O:24][CH2:23]2)=[C:20]([Cl:27])[CH:19]=[CH:18][N:17]=1.CNCCNC.CC([O-])=O.[K+]. The product is [Cl:27][C:20]1[CH:19]=[CH:18][N:17]=[C:16]([N:2]2[CH2:3][CH2:4][N:5]3[C:13]4[CH2:12][CH2:11][CH2:10][CH2:9][C:8]=4[CH:7]=[C:6]3[C:1]2=[O:14])[C:21]=1[C:22]1([OH:26])[CH2:25][O:24][CH2:23]1. (6) The reactants are [CH3:1][C:2]1[C:6]2[CH:7]=[CH:8][CH:9]=[CH:10][C:5]=2[S:4][CH:3]=1.[CH2:11]([CH:13]([CH2:17][CH3:18])[C:14](Cl)=[O:15])[CH3:12].[N+](C)([O-])=O.[Cl-].[Al+3].[Cl-].[Cl-]. The catalyst is O. The product is [CH2:11]([CH:13]([CH2:17][CH3:18])[C:14]([C:3]1[S:4][C:5]2[CH:10]=[CH:9][CH:8]=[CH:7][C:6]=2[C:2]=1[CH3:1])=[O:15])[CH3:12]. The yield is 0.990. (7) The reactants are [CH2:1]([O:8][C:9]1[CH:18]=[C:17]2[C:12]([C:13]([O:19][C:20]3[CH:25]=[CH:24][C:23]([NH2:26])=[CH:22][CH:21]=3)=[CH:14][CH:15]=[N:16]2)=[CH:11][C:10]=1[O:27][CH3:28])[C:2]1[CH:7]=[CH:6][CH:5]=[CH:4][CH:3]=1.[F:29][C:30]([F:41])([F:40])[C:31]1[CH:36]=[CH:35][C:34]([N:37]=[C:38]=[O:39])=[CH:33][CH:32]=1. The catalyst is C(Cl)Cl. The product is [CH2:1]([O:8][C:9]1[CH:18]=[C:17]2[C:12]([C:13]([O:19][C:20]3[CH:25]=[CH:24][C:23]([NH:26][C:38]([NH:37][C:34]4[CH:33]=[CH:32][C:31]([C:30]([F:29])([F:40])[F:41])=[CH:36][CH:35]=4)=[O:39])=[CH:22][CH:21]=3)=[CH:14][CH:15]=[N:16]2)=[CH:11][C:10]=1[O:27][CH3:28])[C:2]1[CH:7]=[CH:6][CH:5]=[CH:4][CH:3]=1. The yield is 0.940.